This data is from Forward reaction prediction with 1.9M reactions from USPTO patents (1976-2016). The task is: Predict the product of the given reaction. (1) Given the reactants [CH:1]([N:4](CC)C(C)C)(C)[CH3:2].BrCC#N.[N:14]([C:17]1[CH:46]=[CH:45][CH:44]=[CH:43][C:18]=1[CH2:19][O:20][C:21]([NH:23][CH2:24][C@@H:25]([S:40][S:41][CH3:42])[CH2:26][CH2:27][C@H:28]([NH:32][C:33]([O:35][C:36]([CH3:39])([CH3:38])[CH3:37])=[O:34])[C:29]([OH:31])=[O:30])=[O:22])=[N+:15]=[N-:16], predict the reaction product. The product is: [N:14]([C:17]1[CH:46]=[CH:45][CH:44]=[CH:43][C:18]=1[CH2:19][O:20][C:21]([NH:23][CH2:24][C@@H:25]([S:40][S:41][CH3:42])[CH2:26][CH2:27][C@H:28]([NH:32][C:33]([O:35][C:36]([CH3:39])([CH3:38])[CH3:37])=[O:34])[C:29]([O:31][CH2:2][C:1]#[N:4])=[O:30])=[O:22])=[N+:15]=[N-:16]. (2) Given the reactants Br[C:2]1[CH:3]=[CH:4][C:5]2[O:9][C:8]3[CH:10]=[C:11]([S:14]([NH:17][CH2:18][C:19]([O:21][CH3:22])=[O:20])(=[O:16])=[O:15])[CH:12]=[CH:13][C:7]=3[C:6]=2[CH:23]=1.CC([O-])=O.[K+].[CH3:29][C:30]1([CH3:46])[C:34]([CH3:36])([CH3:35])[O:33][B:32]([B:32]2[O:33][C:34]([CH3:36])([CH3:35])[C:30]([CH3:46])([CH3:29])[O:31]2)[O:31]1, predict the reaction product. The product is: [CH3:29][C:30]1([CH3:46])[C:34]([CH3:36])([CH3:35])[O:33][B:32]([C:2]2[CH:3]=[CH:4][C:5]3[O:9][C:8]4[CH:10]=[C:11]([S:14]([NH:17][CH2:18][C:19]([O:21][CH3:22])=[O:20])(=[O:16])=[O:15])[CH:12]=[CH:13][C:7]=4[C:6]=3[CH:23]=2)[O:31]1. (3) Given the reactants Cl.[CH:2]1([N:6]2[CH2:11][CH2:10][CH:9]([O:12][C:13]3[CH:18]=[CH:17][C:16]([N:19]4[CH:23]=[C:22]([C:24](O)=[O:25])[N:21]=[N:20]4)=[CH:15][CH:14]=3)[CH2:8][CH2:7]2)[CH2:5][CH2:4][CH2:3]1.Cl.[NH:28]1[CH2:31][CH2:30][CH2:29]1.Cl.CN(C)CCCN=C=NCC.O.ON1C2C=CC=CC=2N=N1.C(=O)([O-])O.[Na+], predict the reaction product. The product is: [N:28]1([C:24]([C:22]2[N:21]=[N:20][N:19]([C:16]3[CH:17]=[CH:18][C:13]([O:12][CH:9]4[CH2:8][CH2:7][N:6]([CH:2]5[CH2:3][CH2:4][CH2:5]5)[CH2:11][CH2:10]4)=[CH:14][CH:15]=3)[CH:23]=2)=[O:25])[CH2:31][CH2:30][CH2:29]1. (4) Given the reactants [CH3:1][O:2][C:3]1[C:4]([O:24][CH3:25])=[CH:5][C:6]2[C:7]([C:16]3[CH:21]=[CH:20][C:19]([O:22][CH3:23])=[CH:18][CH:17]=3)=[C:8]3[CH2:15][NH:14][CH2:13][CH2:12][N:9]3[C:10]=2[CH:11]=1.C1N=C[N:28]([C:31](N2C=NC=C2)=[O:32])[CH:27]=1.CI, predict the reaction product. The product is: [CH3:27][NH:28][C:31]([N:14]1[CH2:13][CH2:12][N:9]2[C:10]3[CH:11]=[C:3]([O:2][CH3:1])[C:4]([O:24][CH3:25])=[CH:5][C:6]=3[C:7]([C:16]3[CH:17]=[CH:18][C:19]([O:22][CH3:23])=[CH:20][CH:21]=3)=[C:8]2[CH2:15]1)=[O:32]. (5) Given the reactants [CH2:1]([O:8][C:9]([N:11]1[CH2:16][CH2:15][C:14]([C:20]([O:22][CH3:23])=[O:21])([C:17](O)=[O:18])[CH2:13][CH2:12]1)=[O:10])[C:2]1[CH:7]=[CH:6][CH:5]=[CH:4][CH:3]=1.[CH3:24][O:25][C:26]1[CH:31]=[CH:30][C:29]([C:32](=[O:43])[CH:33]([C:35]2[CH:40]=[CH:39][C:38]([O:41][CH3:42])=[CH:37][CH:36]=2)Br)=[CH:28][CH:27]=1.C(=O)([O-])[O-:45].[Cs+].[Cs+].O, predict the reaction product. The product is: [CH3:24][O:25][C:26]1[CH:31]=[CH:30][C:29]([CH:32]([O:43][C:17]([C:14]2([C:20]([O:22][CH3:23])=[O:21])[CH2:13][CH2:12][N:11]([C:9]([O:8][CH2:1][C:2]3[CH:7]=[CH:6][CH:5]=[CH:4][CH:3]=3)=[O:10])[CH2:16][CH2:15]2)=[O:18])[C:33]([C:35]2[CH:40]=[CH:39][C:38]([O:41][CH3:42])=[CH:37][CH:36]=2)=[O:45])=[CH:28][CH:27]=1. (6) Given the reactants Br[C:2]1[CH:10]=[C:9]([F:11])[CH:8]=[CH:7][C:3]=1[C:4]([OH:6])=[O:5].Cl[Mg]C.C([Li])CCC.[CH3:20][S:21]SC, predict the reaction product. The product is: [F:11][C:9]1[CH:8]=[CH:7][C:3]([C:4]([OH:6])=[O:5])=[C:2]([S:21][CH3:20])[CH:10]=1.